Dataset: Full USPTO retrosynthesis dataset with 1.9M reactions from patents (1976-2016). Task: Predict the reactants needed to synthesize the given product. (1) Given the product [N:30]1([CH2:29][C:25]2[CH:24]=[C:23]3[C:28]4[N:27]([CH:26]=2)[C:9](=[O:11])[C:8]([C:14]([O:16][CH2:17][CH3:18])=[O:15])=[CH:7][C:19]=4[CH2:20][CH2:21][CH2:22]3)[CH2:35][CH2:34][O:33][CH2:32][CH2:31]1, predict the reactants needed to synthesize it. The reactants are: C(O)C.C(O[CH:7]([CH:19]1[C:28]2[N:27]=[CH:26][C:25]([CH2:29][N:30]3[CH2:35][CH2:34][O:33][CH2:32][CH2:31]3)=[CH:24][C:23]=2[CH2:22][CH2:21][CH2:20]1)[CH:8]([C:14]([O:16][CH2:17][CH3:18])=[O:15])[C:9]([O:11]CC)=O)C. (2) The reactants are: [Si]([O:18][CH2:19][CH2:20][CH2:21][N:22]1[CH2:27][C:26]2[CH:28]=[CH:29][CH:30]=[CH:31][C:25]=2[NH:24][S:23]1(=[O:33])=[O:32])(C(C)(C)C)(C1C=CC=CC=1)C1C=CC=CC=1.[F-].C([N+](CCCC)(CCCC)CCCC)CCC.C(O)(=O)C. Given the product [O:33]=[S:23]1(=[O:32])[N:22]([CH2:21][CH2:20][CH2:19][OH:18])[CH2:27][C:26]2[CH:28]=[CH:29][CH:30]=[CH:31][C:25]=2[NH:24]1, predict the reactants needed to synthesize it. (3) The reactants are: [Cl:1][C:2]1[CH:3]=[C:4]([C:8]2[C:9]3[N:18]([CH2:19][C@H:20]4[CH2:25][CH2:24][C@H:23]([CH3:26])[CH2:22][CH2:21]4)[CH:17]=[C:16](I)[C:10]=3[N:11]=[C:12]([C:14]#[N:15])[N:13]=2)[CH:5]=[CH:6][CH:7]=1.[CH3:28]B1OB(C)OB(C)O1.[O-]P([O-])([O-])=O.[K+].[K+].[K+].O1CCOCC1. Given the product [Cl:1][C:2]1[CH:3]=[C:4]([C:8]2[C:9]3[N:18]([CH2:19][C@H:20]4[CH2:25][CH2:24][C@H:23]([CH3:26])[CH2:22][CH2:21]4)[CH:17]=[C:16]([CH3:28])[C:10]=3[N:11]=[C:12]([C:14]#[N:15])[N:13]=2)[CH:5]=[CH:6][CH:7]=1, predict the reactants needed to synthesize it. (4) Given the product [CH3:11][O:12][C:13]1[C:18]2[C:19](=[O:37])[N:20]3[CH2:35][C:34](=[O:36])[CH2:33][C@H:21]3[C:22](=[O:32])[N:23]([CH2:24][O:25][CH2:26][CH2:27][Si:28]([CH3:31])([CH3:29])[CH3:30])[C:17]=2[CH:16]=[CH:15][C:14]=1[O:38][CH3:39], predict the reactants needed to synthesize it. The reactants are: CS(C)=O.C(Cl)(=O)C(Cl)=O.[CH3:11][O:12][C:13]1[C:18]2[C:19](=[O:37])[N:20]3[CH2:35][C@H:34]([OH:36])[CH2:33][C@H:21]3[C:22](=[O:32])[N:23]([CH2:24][O:25][CH2:26][CH2:27][Si:28]([CH3:31])([CH3:30])[CH3:29])[C:17]=2[CH:16]=[CH:15][C:14]=1[O:38][CH3:39]. (5) Given the product [NH2:1][CH2:2][CH2:3][CH2:4][N:5]1[C:9]([CH2:10][O:11][CH2:12][C:13]2[CH:14]=[CH:15][C:16]([Cl:31])=[CH:17][CH:18]=2)=[CH:8][S:7][C:6]1=[N:19][C:20]1[CH:21]=[CH:22][C:23]([O:26][C:27]([F:29])([F:30])[F:28])=[CH:24][CH:25]=1, predict the reactants needed to synthesize it. The reactants are: [NH2:1][CH2:2][CH2:3][CH2:4][N:5]1[C:9]([CH2:10][O:11][CH2:12][C:13]2[CH:18]=[CH:17][CH:16]=[CH:15][CH:14]=2)=[CH:8][S:7][C:6]1=[N:19][C:20]1[CH:25]=[CH:24][C:23]([O:26][C:27]([F:30])([F:29])[F:28])=[CH:22][CH:21]=1.[Cl:31]C1C=CC(CBr)=CC=1.Cl. (6) Given the product [Cl:17][C:18]1[CH:23]=[CH:22][C:21]([CH2:24][CH2:25][NH:26][C:14]([C:3]2[CH:2]=[CH:1][C:13]3[N:12]([CH2:3][CH2:2][CH2:1][CH2:13][CH3:5])[C:11]4[C:6]([C:5]=3[CH:4]=2)=[CH:7][CH:8]=[CH:9][CH:10]=4)=[O:16])=[CH:20][CH:19]=1, predict the reactants needed to synthesize it. The reactants are: [CH:1]1[C:13]2[NH:12][C:11]3[C:6](=[CH:7][CH:8]=[CH:9][CH:10]=3)[C:5]=2[CH:4]=[C:3]([C:14]([OH:16])=O)[CH:2]=1.[Cl:17][C:18]1[CH:23]=[CH:22][C:21]([CH2:24][CH2:25][NH2:26])=[CH:20][CH:19]=1.